From a dataset of Catalyst prediction with 721,799 reactions and 888 catalyst types from USPTO. Predict which catalyst facilitates the given reaction. (1) The catalyst class is: 11. Product: [C:15]([O:19][C:20]([N:22]1[CH2:27][CH2:26][N:25]([C:28]2[CH:33]=[CH:32][C:31]([NH:34][C:5]3[N:4]=[C:3]([NH:9][CH:10]4[CH2:14][CH2:13][CH2:12][CH2:11]4)[C:2]([Br:1])=[CH:7][N:6]=3)=[CH:30][N:29]=2)[CH2:24][CH2:23]1)=[O:21])([CH3:18])([CH3:16])[CH3:17]. Reactant: [Br:1][C:2]1[C:3]([NH:9][CH:10]2[CH2:14][CH2:13][CH2:12][CH2:11]2)=[N:4][C:5](Cl)=[N:6][CH:7]=1.[C:15]([O:19][C:20]([N:22]1[CH2:27][CH2:26][N:25]([C:28]2[CH:33]=[CH:32][C:31]([NH2:34])=[CH:30][N:29]=2)[CH2:24][CH2:23]1)=[O:21])([CH3:18])([CH3:17])[CH3:16]. (2) Reactant: [H-].[Na+].[O:3]1[C:7]2[CH:8]=[CH:9][C:10]([C:12]3[C:13]([O:30][CH2:31][CH2:32][OH:33])=[N:14][N:15]([CH3:29])[C:16]=3[NH:17][S:18](/[CH:21]=[CH:22]/C3C=CC=CC=3)(=[O:20])=[O:19])=[CH:11][C:6]=2[O:5][CH2:4]1.[Cl:34][C:35]1[CH:36]=[N:37][C:38](S(C)(=O)=O)=[N:39][CH:40]=1.[Cl-].[NH4+:46].[CH3:47][N:48]([CH3:51])C=O. Product: [O:3]1[C:7]2[CH:8]=[CH:9][C:10]([C:12]3[C:13]([O:30][CH2:31][CH2:32][O:33][C:38]4[N:37]=[CH:36][C:35]([Cl:34])=[CH:40][N:39]=4)=[N:14][N:15]([CH3:29])[C:16]=3[NH:17][S:18]([C:21]3[N:46]=[CH:47][N:48]([CH3:51])[CH:22]=3)(=[O:20])=[O:19])=[CH:11][C:6]=2[O:5][CH2:4]1. The catalyst class is: 6. (3) Reactant: [NH2:1][CH2:2][CH2:3][C:4]1[C:12]2[C:7](=[CH:8][CH:9]=[CH:10][CH:11]=2)[NH:6][CH:5]=1.[CH2:13]([C:17]1[CH:22]=[CH:21][C:20]([S:23](Cl)(=[O:25])=[O:24])=[CH:19][CH:18]=1)[CH2:14][CH2:15][CH3:16].[CH2:27](N(CC)CC)C. Product: [NH:6]1[C:7]2[C:12](=[CH:11][CH:10]=[CH:9][CH:8]=2)[C:4]([CH2:3][CH2:2][NH:1][S:23]([C:20]2[CH:21]=[CH:22][C:17]([CH2:13][CH2:14][CH2:15][CH2:16][CH3:27])=[CH:18][CH:19]=2)(=[O:25])=[O:24])=[CH:5]1. The catalyst class is: 2. (4) Reactant: Br[C:2]1[C:3]([CH3:22])=[C:4]([N:8]2[C:17](=[O:18])[C:16]3[C:11](=[C:12]([F:20])[CH:13]=[C:14]([F:19])[CH:15]=3)[NH:10][C:9]2=[O:21])[CH:5]=[CH:6][CH:7]=1.[CH3:23][C:24]1([CH3:40])[C:28]([CH3:30])([CH3:29])[O:27][B:26]([B:26]2[O:27][C:28]([CH3:30])([CH3:29])[C:24]([CH3:40])([CH3:23])[O:25]2)[O:25]1.C([O-])(=O)C.[K+]. Product: [F:19][C:14]1[CH:15]=[C:16]2[C:11](=[C:12]([F:20])[CH:13]=1)[NH:10][C:9](=[O:21])[N:8]([C:4]1[CH:5]=[CH:6][CH:7]=[C:2]([B:26]3[O:27][C:28]([CH3:30])([CH3:29])[C:24]([CH3:40])([CH3:23])[O:25]3)[C:3]=1[CH3:22])[C:17]2=[O:18]. The catalyst class is: 368. (5) Reactant: Br[C:2]1[C:3]([CH3:15])=[N:4][C:5]([N:9]2[CH2:14][CH2:13][O:12][CH2:11][CH2:10]2)=[N:6][C:7]=1[CH3:8].CCCCCC.C([Li])CCC.[B:27](OC(C)C)([O:32]C(C)C)[O:28]C(C)C.[Cl-].[NH4+]. Product: [CH3:15][C:3]1[C:2]([B:27]([OH:32])[OH:28])=[C:7]([CH3:8])[N:6]=[C:5]([N:9]2[CH2:14][CH2:13][O:12][CH2:11][CH2:10]2)[N:4]=1. The catalyst class is: 7. (6) Reactant: C([O:8][C:9](=[O:17])[CH:10]=[CH:11][C:12]1[S:13][CH:14]=[CH:15][N:16]=1)C1C=CC=CC=1.[OH-].[Na+]. Product: [S:13]1[CH:14]=[CH:15][N:16]=[C:12]1[CH:11]=[CH:10][C:9]([OH:17])=[O:8]. The catalyst class is: 20.